Dataset: Catalyst prediction with 721,799 reactions and 888 catalyst types from USPTO. Task: Predict which catalyst facilitates the given reaction. (1) Reactant: O[C:2]1[CH:7]=[C:6]([CH3:8])[NH:5][C:4](=[O:9])[C:3]=1[C:10]([O:12][CH2:13][CH3:14])=[O:11].P(Cl)(Cl)([Cl:17])=O.[Cl-].C([N+](CC)(CC)CC)CCC. Product: [Cl:17][C:2]1[CH:7]=[C:6]([CH3:8])[NH:5][C:4](=[O:9])[C:3]=1[C:10]([O:12][CH2:13][CH3:14])=[O:11]. The catalyst class is: 10. (2) Reactant: [CH3:1][C:2]1[N:3]([C:7]2[CH:13]=[CH:12][C:10]([NH2:11])=[CH:9][CH:8]=2)[CH:4]=[CH:5][N:6]=1.[N:14]#[C:15][NH2:16].Cl. Product: [CH3:1][C:2]1[N:3]([C:7]2[CH:13]=[CH:12][C:10]([NH:11][C:15]([NH2:16])=[NH:14])=[CH:9][CH:8]=2)[CH:4]=[CH:5][N:6]=1. The catalyst class is: 8. (3) Reactant: [O:1]1[CH:5]=[N:4][N:3]=[C:2]1[C:6]1[CH:7]=[C:8]([NH:12][C:13](=[O:21])[C:14]2[CH:19]=[C:18](Br)[CH:17]=[CH:16][N:15]=2)[CH:9]=[CH:10][CH:11]=1.[CH:22]1([C:25]2[CH:30]=[CH:29][C:28](B3OC(C)(C)C(C)(C)O3)=[CH:27][N:26]=2)[CH2:24][CH2:23]1.C(=O)([O-])[O-].[K+].[K+]. Product: [O:1]1[CH:5]=[N:4][N:3]=[C:2]1[C:6]1[CH:7]=[C:8]([NH:12][C:13]([C:14]2[CH:19]=[C:18]([C:28]3[CH:27]=[N:26][C:25]([CH:22]4[CH2:24][CH2:23]4)=[CH:30][CH:29]=3)[CH:17]=[CH:16][N:15]=2)=[O:21])[CH:9]=[CH:10][CH:11]=1. The catalyst class is: 11.